From a dataset of Forward reaction prediction with 1.9M reactions from USPTO patents (1976-2016). Predict the product of the given reaction. (1) Given the reactants [NH2:1][C:2](=[O:42])[CH2:3][C@@H:4]1[CH2:11][C@:8]2([O:10][CH2:9]2)[C@H:7]([O:12][Si:13]([C:16]([CH3:19])([CH3:18])[CH3:17])([CH3:15])[CH3:14])[C@@H:6](/[CH:20]=[CH:21]/[C:22](/[CH3:41])=[CH:23]/[CH2:24][C@@H:25]2[O:30][C@H:29]([CH3:31])[C@H:28]([NH:32][C:33](=[O:39])/[CH:34]=[CH:35]\[C@@H:36]([OH:38])[CH3:37])[CH2:27][C@@H:26]2[CH3:40])[O:5]1.C(N(CC)CC)C.[N+](C1C=C[C:56]([O:59]C(=O)OC2C=CC([N+]([O-])=O)=CC=2)=CC=1)([O-])=O.Cl.[CH3:73][NH:74][CH2:75][CH2:76][S:77][CH3:78], predict the reaction product. The product is: [CH3:73][N:74]([CH2:75][CH2:76][S:77][CH3:78])[C:56](=[O:59])[O:38][C@H:36](/[CH:35]=[CH:34]\[C:33]([NH:32][C@@H:28]1[CH2:27][C@H:26]([CH3:40])[C@H:25]([CH2:24]/[CH:23]=[C:22](\[CH3:41])/[CH:21]=[CH:20]/[C@H:6]2[O:5][C@H:4]([CH2:3][C:2]([NH2:1])=[O:42])[CH2:11][C@:8]3([O:10][CH2:9]3)[C@@H:7]2[O:12][Si:13]([C:16]([CH3:19])([CH3:17])[CH3:18])([CH3:14])[CH3:15])[O:30][C@@H:29]1[CH3:31])=[O:39])[CH3:37]. (2) The product is: [N:11]1[S:12][N:13]=[C:14]2[CH:19]=[C:18]([C:20]([N:5]3[CH2:10][CH2:9][CH2:8][CH2:7][CH2:6]3)=[O:21])[CH:17]=[CH:16][C:15]=12. Given the reactants C[Al](C)C.[NH:5]1[CH2:10][CH2:9][CH2:8][CH2:7][CH2:6]1.[N:11]1[S:12][N:13]=[C:14]2[CH:19]=[C:18]([C:20](OC)=[O:21])[CH:17]=[CH:16][C:15]=12, predict the reaction product. (3) Given the reactants [OH:1][CH:2]1[CH:7]([C:8]2[CH:13]=[CH:12][CH:11]=[C:10]([C:14]([O:16][CH3:17])=[O:15])[CH:9]=2)[CH2:6][CH2:5][N:4]([C:18]([O:20][C:21]([CH3:24])([CH3:23])[CH3:22])=[O:19])[CH2:3]1.[CH2:25]([O:32][C:33]1[C:42]2[C:37](=[CH:38][CH:39]=[CH:40][CH:41]=2)[CH:36]=[C:35]([CH2:43]Cl)[CH:34]=1)[C:26]1[CH:31]=[CH:30][CH:29]=[CH:28][CH:27]=1, predict the reaction product. The product is: [CH2:25]([O:32][C:33]1[C:42]2[C:37](=[CH:38][CH:39]=[CH:40][CH:41]=2)[CH:36]=[C:35]([CH2:43][O:1][CH:2]2[CH:7]([C:8]3[CH:13]=[CH:12][CH:11]=[C:10]([C:14]([O:16][CH3:17])=[O:15])[CH:9]=3)[CH2:6][CH2:5][N:4]([C:18]([O:20][C:21]([CH3:24])([CH3:23])[CH3:22])=[O:19])[CH2:3]2)[CH:34]=1)[C:26]1[CH:27]=[CH:28][CH:29]=[CH:30][CH:31]=1. (4) The product is: [F:15][C:2]([F:1])([F:14])[C:3]1[CH:12]=[C:11]2[C:6]([C:7]([S:13][CH2:19][CH2:20][CH2:21][CH2:22][CH2:23][CH2:24][CH2:25][O:26][C:27]3[C:28](=[O:41])[CH:29]=[C:30]([CH2:33][O:34][CH:35]4[CH2:40][CH2:39][CH2:38][CH2:37][O:36]4)[O:31][CH:32]=3)=[CH:8][CH:9]=[N:10]2)=[CH:5][CH:4]=1. Given the reactants [F:1][C:2]([F:15])([F:14])[C:3]1[CH:12]=[C:11]2[C:6]([C:7]([SH:13])=[CH:8][CH:9]=[N:10]2)=[CH:5][CH:4]=1.[H-].[Na+].Br[CH2:19][CH2:20][CH2:21][CH2:22][CH2:23][CH2:24][CH2:25][O:26][C:27]1[C:28](=[O:41])[CH:29]=[C:30]([CH2:33][O:34][CH:35]2[CH2:40][CH2:39][CH2:38][CH2:37][O:36]2)[O:31][CH:32]=1, predict the reaction product.